From a dataset of Full USPTO retrosynthesis dataset with 1.9M reactions from patents (1976-2016). Predict the reactants needed to synthesize the given product. (1) Given the product [ClH:16].[ClH:16].[CH3:1][N:2]1[CH:6]=[CH:5][N:4]=[C:3]1[CH:7]([NH2:9])[CH3:8], predict the reactants needed to synthesize it. The reactants are: [CH3:1][N:2]1[CH:6]=[CH:5][N:4]=[C:3]1[CH:7]([NH:9]S(C(C)(C)C)=O)[CH3:8].[ClH:16]. (2) Given the product [C:44]([O:45][CH2:17][CH3:18])(=[O:1])[CH3:39].[CH3:22][CH2:23][CH2:24][CH:25]([CH3:20])[CH3:2].[Cl:19][C:20]1[C:25]([Cl:26])=[CH:24][CH:23]=[CH:22][C:21]=1[S:27]([NH:30][C:39]1[C:44]([O:45][CH3:46])=[N:43][C:42]([OH:1])=[C:41]([Cl:48])[N:40]=1)(=[O:29])=[O:28], predict the reactants needed to synthesize it. The reactants are: [OH-:1].[CH2:2]([N+](CC[CH2:17][CH3:18])(CCCC)CCCC)CCC.[Cl:19][C:20]1[C:25]([Cl:26])=[CH:24][CH:23]=[CH:22][C:21]=1[S:27]([N:30]([C:39]1[C:44]([O:45][CH3:46])=[N:43][C:42](Cl)=[C:41]([Cl:48])[N:40]=1)COCC[Si](C)(C)C)(=[O:29])=[O:28].